Dataset: Catalyst prediction with 721,799 reactions and 888 catalyst types from USPTO. Task: Predict which catalyst facilitates the given reaction. (1) The catalyst class is: 2. Reactant: [CH3:1][O:2][C:3](=[O:15])[CH:4]([NH2:14])[CH2:5][O:6][C:7]1[CH:12]=[CH:11][C:10]([Br:13])=[CH:9][CH:8]=1.[CH3:16][C:17]([O:20][C:21](O[C:21]([O:20][C:17]([CH3:19])([CH3:18])[CH3:16])=[O:22])=[O:22])([CH3:19])[CH3:18].CCN(CC)CC. Product: [CH3:1][O:2][C:3](=[O:15])[CH:4]([NH:14][C:21]([O:20][C:17]([CH3:19])([CH3:18])[CH3:16])=[O:22])[CH2:5][O:6][C:7]1[CH:12]=[CH:11][C:10]([Br:13])=[CH:9][CH:8]=1. (2) Reactant: [ClH:1].C(OC([NH:9][CH2:10][CH2:11][NH:12][C:13]([C:15]1[N:16]([C:36]2[CH:41]=[CH:40][C:39]([O:42][CH:43]([CH3:45])[CH3:44])=[CH:38][CH:37]=2)[C:17]2[C:22]([C:23]=1[Cl:24])=[CH:21][C:20]([O:25][C:26]1[CH:31]=[CH:30][C:29]([C:32]([F:35])([F:34])[F:33])=[CH:28][N:27]=1)=[CH:19][CH:18]=2)=[O:14])=O)(C)(C)C. Product: [ClH:24].[ClH:1].[NH2:9][CH2:10][CH2:11][NH:12][C:13]([C:15]1[N:16]([C:36]2[CH:37]=[CH:38][C:39]([O:42][CH:43]([CH3:45])[CH3:44])=[CH:40][CH:41]=2)[C:17]2[C:22]([C:23]=1[Cl:24])=[CH:21][C:20]([O:25][C:26]1[CH:31]=[CH:30][C:29]([C:32]([F:35])([F:33])[F:34])=[CH:28][N:27]=1)=[CH:19][CH:18]=2)=[O:14]. The catalyst class is: 2.